Dataset: Reaction yield outcomes from USPTO patents with 853,638 reactions. Task: Predict the reaction yield, written as a fraction of the theoretical maximum amount of product (1.0 means a 100% yield; for example, 0.34 means a 34% yield). (1) The reactants are [Br:1][C:2]1[CH:3]=[C:4]([CH:8]=[O:9])[CH:5]=[N:6][CH:7]=1.[BH4-].[Na+]. The catalyst is CO. The product is [Br:1][C:2]1[CH:3]=[C:4]([CH2:8][OH:9])[CH:5]=[N:6][CH:7]=1. The yield is 0.900. (2) The reactants are [CH3:1][O:2][C:3]1[N:8]=[CH:7][C:6]([C:9]2[O:10][C:11]3[CH:27]=[CH:26][C:25]([NH:28]C(OC(C)(C)C)=O)=[CH:24][C:12]=3[C:13](=[O:23])[C:14]=2[O:15][CH2:16][C:17]2[CH:22]=[CH:21][CH:20]=[CH:19][CH:18]=2)=[CH:5][CH:4]=1. The catalyst is C(Cl)Cl. The product is [CH3:1][O:2][C:3]1[N:8]=[CH:7][C:6]([C:9]2[O:10][C:11]3[CH:27]=[CH:26][C:25]([NH2:28])=[CH:24][C:12]=3[C:13](=[O:23])[C:14]=2[O:15][CH2:16][C:17]2[CH:22]=[CH:21][CH:20]=[CH:19][CH:18]=2)=[CH:5][CH:4]=1. The yield is 0.780. (3) The reactants are [F:1][C:2]([F:34])([F:33])[C:3]1[CH:28]=[C:27]([C:29]([F:32])([F:31])[F:30])[CH:26]=[CH:25][C:4]=1[CH2:5][O:6][C:7]1[CH:12]=[CH:11][C:10](/[CH:13]=[C:14]2\[NH:15][C:16](=[O:22])[N:17]([CH2:20][CH3:21])[C:18]\2=[NH:19])=[CH:9][C:8]=1[O:23][CH3:24].Cl.[CH3:36][O:37]N. The catalyst is CO. The product is [CH3:36][O:37]/[N:19]=[C:18]1/[N:17]([CH2:20][CH3:21])[C:16](=[O:22])[NH:15]/[C:14]/1=[CH:13]\[C:10]1[CH:11]=[CH:12][C:7]([O:6][CH2:5][C:4]2[CH:25]=[CH:26][C:27]([C:29]([F:31])([F:30])[F:32])=[CH:28][C:3]=2[C:2]([F:1])([F:33])[F:34])=[C:8]([O:23][CH3:24])[CH:9]=1. The yield is 0.460. (4) The reactants are [N+:1]([C:4]1[CH:12]=[C:11]2[C:7]([CH:8]=[CH:9][NH:10]2)=[CH:6][CH:5]=1)([O-])=O.[C:13](Cl)(=[O:15])[CH3:14]. The catalyst is CC#N. The product is [NH2:1][C:4]1[CH:12]=[C:11]2[C:7]([CH:8]=[CH:9][N:10]2[C:13](=[O:15])[CH3:14])=[CH:6][CH:5]=1. The yield is 0.400.